This data is from Full USPTO retrosynthesis dataset with 1.9M reactions from patents (1976-2016). The task is: Predict the reactants needed to synthesize the given product. (1) The reactants are: [CH2:1]([O:3][C:4]([C@H:6]1[C@@H:11]([NH:12][CH2:13][CH2:14][CH:15]2[CH2:17][CH2:16]2)[C@H:10]2[CH2:18][C@@H:7]1[CH2:8][CH2:9]2)=[O:5])[CH3:2].[CH3:19][S:20]([NH:23][C:24]1[CH:39]=[CH:38][C:27]2[NH:28][C:29]([CH2:34][C:35](O)=[O:36])=[N:30][S:31](=[O:33])(=[O:32])[C:26]=2[CH:25]=1)(=[O:22])=[O:21].CN1CCOCC1.Cl.CN(C)CCCN=C=NCC.Cl. Given the product [CH2:1]([O:3][C:4]([C@H:6]1[C@@H:11]([N:12]([CH2:13][CH2:14][CH:15]2[CH2:16][CH2:17]2)[C:35](=[O:36])[CH2:34][C:29]2[NH:28][C:27]3[CH:38]=[CH:39][C:24]([NH:23][S:20]([CH3:19])(=[O:22])=[O:21])=[CH:25][C:26]=3[S:31](=[O:32])(=[O:33])[N:30]=2)[C@H:10]2[CH2:18][C@@H:7]1[CH2:8][CH2:9]2)=[O:5])[CH3:2], predict the reactants needed to synthesize it. (2) Given the product [I:12][C:9]1[CH:10]=[CH:11][C:6]([CH:4]=[CH:3][C:18]([C:17]2[CH:20]=[CH:21][C:14]([Br:13])=[CH:15][CH:16]=2)=[O:19])=[CH:7][CH:8]=1, predict the reactants needed to synthesize it. The reactants are: [OH-].[Na+].[CH3:3][C:4]([C:6]1[CH:11]=[CH:10][C:9]([I:12])=[CH:8][CH:7]=1)=O.[Br:13][C:14]1[CH:21]=[CH:20][C:17]([CH:18]=[O:19])=[CH:16][CH:15]=1.C(C1C=CC=CC=1)(=O)C.